This data is from Forward reaction prediction with 1.9M reactions from USPTO patents (1976-2016). The task is: Predict the product of the given reaction. (1) Given the reactants [CH2:1]([NH:3][C:4]1[CH:9]=[C:8]([O:10][CH3:11])[CH:7]=[CH:6][C:5]=1[CH:12]1[CH2:21][CH2:20][C:19]2[C:14](=[CH:15][CH:16]=[C:17]([O:22][CH3:23])[CH:18]=2)[CH2:13]1)[CH3:2].C(N(CC)C(C)C)(C)C.[C:33](Cl)(=[O:40])[C:34]1[CH:39]=[CH:38][CH:37]=[CH:36][CH:35]=1.C(=O)(O)[O-].[Na+], predict the reaction product. The product is: [CH2:1]([N:3]([C:4]1[CH:9]=[C:8]([O:10][CH3:11])[CH:7]=[CH:6][C:5]=1[CH:12]1[CH2:21][CH2:20][C:19]2[C:14](=[CH:15][CH:16]=[C:17]([O:22][CH3:23])[CH:18]=2)[CH2:13]1)[C:33](=[O:40])[C:34]1[CH:39]=[CH:38][CH:37]=[CH:36][CH:35]=1)[CH3:2]. (2) The product is: [CH3:18][C:3]1[C:2]([C:24]2[CH:25]=[CH:26][C:21]([C:19]#[N:20])=[CH:22][CH:23]=2)=[N:7][C:6]([C:8]2[N:17]=[CH:16][C:15]3[CH2:14][CH2:13][CH2:12][CH2:11][C:10]=3[N:9]=2)=[CH:5][CH:4]=1. Given the reactants Br[C:2]1[N:7]=[C:6]([C:8]2[N:17]=[CH:16][C:15]3[CH2:14][CH2:13][CH2:12][CH2:11][C:10]=3[N:9]=2)[CH:5]=[CH:4][C:3]=1[CH3:18].[C:19]([C:21]1[CH:26]=[CH:25][C:24](B(O)O)=[CH:23][CH:22]=1)#[N:20], predict the reaction product. (3) Given the reactants [Cl:1][C:2]1[N:7]=[C:6]([CH3:8])[C:5]([NH2:9])=[CH:4][CH:3]=1.[CH:10]1([CH:13]=O)[CH2:12][CH2:11]1.C(O[BH-](OC(=O)C)OC(=O)C)(=O)C.[Na+].C(O)(=O)C, predict the reaction product. The product is: [Cl:1][C:2]1[N:7]=[C:6]([CH3:8])[C:5]([NH:9][CH2:13][CH:10]2[CH2:12][CH2:11]2)=[CH:4][CH:3]=1. (4) Given the reactants [CH3:1][N:2]([CH3:44])[C:3]1[CH:11]=[C:10]([CH:12]([O:14][CH2:15][C:16]2([C:29]3[CH:34]=[CH:33][C:32]([F:35])=[CH:31][CH:30]=3)[CH2:21][CH2:20][N:19](C(OC(C)(C)C)=O)[CH2:18][CH2:17]2)[CH3:13])[C:9]2[C:5](=[CH:6][N:7](COCC[Si](C)(C)C)[N:8]=2)[CH:4]=1, predict the reaction product. The product is: [F:35][C:32]1[CH:33]=[CH:34][C:29]([C:16]2([CH2:15][O:14][CH:12]([C:10]3[C:9]4[C:5](=[CH:6][NH:7][N:8]=4)[CH:4]=[C:3]([N:2]([CH3:1])[CH3:44])[CH:11]=3)[CH3:13])[CH2:21][CH2:20][NH:19][CH2:18][CH2:17]2)=[CH:30][CH:31]=1. (5) Given the reactants [C:1]([C:3]1[CH:11]=[CH:10][C:6]([C:7](Cl)=[O:8])=[CH:5][CH:4]=1)#[N:2].CCN(C(C)C)C(C)C.[C:21]([C:25]1[CH:31]=[CH:30][C:28]([NH2:29])=[CH:27][CH:26]=1)([CH3:24])([CH3:23])[CH3:22], predict the reaction product. The product is: [C:21]([C:25]1[CH:26]=[CH:27][C:28]([NH:29][C:7](=[O:8])[C:6]2[CH:10]=[CH:11][C:3]([C:1]#[N:2])=[CH:4][CH:5]=2)=[CH:30][CH:31]=1)([CH3:24])([CH3:22])[CH3:23].